This data is from Catalyst prediction with 721,799 reactions and 888 catalyst types from USPTO. The task is: Predict which catalyst facilitates the given reaction. (1) Reactant: [NH2:1][C:2]1[C:7]([C:8]#[N:9])=[C:6](SC)[C:5]([C:12]#[N:13])=[C:4]([S:14][CH2:15][C:16]2[N:17]=[C:18]([C:21]3[CH:26]=[CH:25][C:24]([Cl:27])=[CH:23][CH:22]=3)[S:19][CH:20]=2)[N:3]=1.[NH:28]1[CH2:33][CH2:32][CH2:31][CH2:30][CH2:29]1.[Cl-].[NH4+].C(OCC)(=O)C. Product: [NH2:1][C:2]1[C:7]([C:8]#[N:9])=[C:6]([N:28]2[CH2:33][CH2:32][CH2:31][CH2:30][CH2:29]2)[C:5]([C:12]#[N:13])=[C:4]([S:14][CH2:15][C:16]2[N:17]=[C:18]([C:21]3[CH:22]=[CH:23][C:24]([Cl:27])=[CH:25][CH:26]=3)[S:19][CH:20]=2)[N:3]=1. The catalyst class is: 21. (2) Reactant: CC(OI1(OC(C)=O)(OC(C)=O)OC(=O)C2C=CC=CC1=2)=O.[C:23]([O:27][C:28](=[O:46])[CH2:29][N:30]([C:39]([O:41][C:42]([CH3:45])([CH3:44])[CH3:43])=[O:40])[C:31]1[CH:36]=[CH:35][CH:34]=[C:33]([CH2:37][OH:38])[N:32]=1)([CH3:26])([CH3:25])[CH3:24].S([O-])([O-])(=O)=S.[Na+].[Na+]. The catalyst class is: 2. Product: [C:23]([O:27][C:28](=[O:46])[CH2:29][N:30]([C:39]([O:41][C:42]([CH3:45])([CH3:44])[CH3:43])=[O:40])[C:31]1[CH:36]=[CH:35][CH:34]=[C:33]([CH:37]=[O:38])[N:32]=1)([CH3:26])([CH3:25])[CH3:24]. (3) Reactant: [Cl:1][C:2]1[CH:7]=[CH:6][C:5]([C@@:8]([C@@H:11]2[C@@H:18]3[C@@H:14]([O:15][C:16]([CH3:20])([CH3:19])[O:17]3)[C@H:13]([N:21]3[C:25]4[N:26]=[CH:27][N:28]=[C:29](Cl)[C:24]=4[CH:23]=[CH:22]3)[O:12]2)([OH:10])[CH3:9])=[CH:4][C:3]=1[F:31].[OH-].[NH4+:33]. Product: [NH2:33][C:29]1[C:24]2[CH:23]=[CH:22][N:21]([C@H:13]3[C@@H:14]4[O:15][C:16]([CH3:20])([CH3:19])[O:17][C@@H:18]4[C@@H:11]([C@:8]([C:5]4[CH:6]=[CH:7][C:2]([Cl:1])=[C:3]([F:31])[CH:4]=4)([OH:10])[CH3:9])[O:12]3)[C:25]=2[N:26]=[CH:27][N:28]=1. The catalyst class is: 12. (4) Reactant: Cl[C:2]1[C:7]([C:8]#[N:9])=[C:6]([C:10]2[CH:15]=[CH:14][CH:13]=[CH:12][CH:11]=2)[C:5]([C:16]#[N:17])=[C:4]([S:18][C:19]2[CH:24]=[CH:23][CH:22]=[CH:21][CH:20]=2)[N:3]=1.[OH:25][CH2:26][CH2:27][NH2:28].CO.O. The catalyst class is: 9. Product: [OH:25][CH2:26][CH2:27][NH:28][C:2]1[C:7]([C:8]#[N:9])=[C:6]([C:10]2[CH:15]=[CH:14][CH:13]=[CH:12][CH:11]=2)[C:5]([C:16]#[N:17])=[C:4]([S:18][C:19]2[CH:24]=[CH:23][CH:22]=[CH:21][CH:20]=2)[N:3]=1. (5) Reactant: [F:1][C:2]1[CH:7]=[CH:6][CH:5]=[C:4]([F:8])[C:3]=1[C:9]1[C:17]2[O:16][CH:15]([CH2:18][N:19]=[N+]=[N-])[CH2:14][C:13]=2[CH:12]=[CH:11][CH:10]=1. Product: [F:1][C:2]1[CH:7]=[CH:6][CH:5]=[C:4]([F:8])[C:3]=1[C:9]1[C:17]2[O:16][CH:15]([CH2:18][NH2:19])[CH2:14][C:13]=2[CH:12]=[CH:11][CH:10]=1. The catalyst class is: 45. (6) Reactant: [C:1]([C:5]1[CH:14]=[C:13]2[C:8]([C:9](=[O:15])[CH2:10][CH2:11][O:12]2)=[CH:7][CH:6]=1)([CH3:4])([CH3:3])[CH3:2].CS(O)(=O)=O.[N-:21]=[N+]=[N-].[Na+].[OH-].[Na+]. Product: [C:1]([C:5]1[CH:6]=[CH:7][C:8]2[C:9](=[O:15])[NH:21][CH2:10][CH2:11][O:12][C:13]=2[CH:14]=1)([CH3:4])([CH3:3])[CH3:2]. The catalyst class is: 4.